This data is from Reaction yield outcomes from USPTO patents with 853,638 reactions. The task is: Predict the reaction yield, written as a fraction of the theoretical maximum amount of product (1.0 means a 100% yield; for example, 0.34 means a 34% yield). (1) The reactants are [N+:1]([C:4]1[CH:9]=[C:8]([O:10][C:11]2[CH:16]=[CH:15][CH:14]=[CH:13][CH:12]=2)[CH:7]=[CH:6][C:5]=1[NH2:17])([O-:3])=[O:2].[Br:18]Br.S([O-])([O-])(=O)=S.[Na+].[Na+]. The catalyst is C(Cl)Cl. The product is [Br:18][C:6]1[CH:7]=[C:8]([O:10][C:11]2[CH:16]=[CH:15][CH:14]=[CH:13][CH:12]=2)[CH:9]=[C:4]([N+:1]([O-:3])=[O:2])[C:5]=1[NH2:17]. The yield is 0.920. (2) The reactants are [OH:1][C:2]1[CH:3]=[C:4]([CH:7]=[CH:8][CH:9]=1)[CH:5]=[O:6].C(=O)([O-])[O-].[K+].[K+].[CH2:16](I)[CH:17]([CH3:19])[CH3:18]. The catalyst is CN(C=O)C. The product is [CH2:16]([O:1][C:2]1[CH:3]=[C:4]([CH:7]=[CH:8][CH:9]=1)[CH:5]=[O:6])[CH:17]([CH3:19])[CH3:18]. The yield is 0.530.